Dataset: Reaction yield outcomes from USPTO patents with 853,638 reactions. Task: Predict the reaction yield, written as a fraction of the theoretical maximum amount of product (1.0 means a 100% yield; for example, 0.34 means a 34% yield). (1) The reactants are C[N:2](C)[CH:3]=[CH:4][C:5]([C:7]1[C:12](=[O:13])[CH:11]=[CH:10][N:9]([C:14]2[CH:19]=[CH:18][C:17]([F:20])=[CH:16][CH:15]=2)[N:8]=1)=O.[C:22]1([NH:28]N)[CH:27]=[CH:26][CH:25]=[CH:24][CH:23]=1. The catalyst is CO. The product is [F:20][C:17]1[CH:18]=[CH:19][C:14]([N:9]2[CH:10]=[CH:11][C:12](=[O:13])[C:7]([C:5]3[N:28]([C:22]4[CH:27]=[CH:26][CH:25]=[CH:24][CH:23]=4)[N:2]=[CH:3][CH:4]=3)=[N:8]2)=[CH:15][CH:16]=1. The yield is 0.270. (2) The reactants are [C:1]1([C@H:7]2CCN[C@H:8]2[C:12]([OH:14])=[O:13])[CH:6]=[CH:5][CH:4]=[CH:3][CH:2]=1.[CH2:15]([N:17](CC)CC)[CH3:16].[C:30](O[C:30]([O:32][C:33]([CH3:36])([CH3:35])[CH3:34])=[O:31])([O:32][C:33]([CH3:36])([CH3:35])[CH3:34])=[O:31]. The catalyst is O1CCOCC1.O. The product is [C:33]([O:32][C:30]([N:17]1[CH2:15][CH2:16][CH:8]([C:12]([OH:14])=[O:13])[CH:7]1[C:1]1[CH:2]=[CH:3][CH:4]=[CH:5][CH:6]=1)=[O:31])([CH3:34])([CH3:35])[CH3:36]. The yield is 1.00. (3) The reactants are [CH:1]([C:4]1[CH:10]=[CH:9][CH:8]=[CH:7][C:5]=1[NH2:6])([CH3:3])[CH3:2].[O-]S([O-])(=O)=O.[Na+].[Na+].Cl.Cl[C:20](Cl)(Cl)[CH:21]([OH:23])O.Cl.[NH2:27][OH:28]. The catalyst is O. The product is [OH:28][N:27]=[CH:20][C:21]([NH:6][C:5]1[CH:7]=[CH:8][CH:9]=[CH:10][C:4]=1[CH:1]([CH3:3])[CH3:2])=[O:23]. The yield is 0.540. (4) The product is [Br:1][C:2]1[CH:3]=[CH:4][C:5]([N:8]2[CH:12]=[C:11]([C:13]([OH:15])=[O:14])[N:10]=[C:9]2[C:18]2[CH:23]=[CH:22][C:21]([Cl:24])=[CH:20][C:19]=2[Cl:25])=[CH:6][CH:7]=1. The reactants are [Br:1][C:2]1[CH:7]=[CH:6][C:5]([N:8]2[CH:12]=[C:11]([C:13]([O:15]CC)=[O:14])[N:10]=[C:9]2[C:18]2[CH:23]=[CH:22][C:21]([Cl:24])=[CH:20][C:19]=2[Cl:25])=[CH:4][CH:3]=1.[Li+].[OH-].O.Cl. The yield is 0.860. The catalyst is C1COCC1. (5) The reactants are CS(O[CH2:6][CH:7]1[S:11][C:10]([C:12]2[NH:13][C:14]3[C:19]([CH:20]=2)=[CH:18][CH:17]=[CH:16][C:15]=3[N:21]([CH3:31])[S:22]([C:25]2[CH:30]=[CH:29][CH:28]=[CH:27][N:26]=2)(=[O:24])=[O:23])=[N:9][CH2:8]1)(=O)=O.[NH:32]1[CH:36]=[CH:35][N:34]=[C:33]1[C:37]([O:39][CH2:40][CH3:41])=[O:38].C(=O)([O-])[O-].[K+].[K+].CN(C)C=O. The catalyst is O. The product is [CH3:31][N:21]([S:22]([C:25]1[CH:30]=[CH:29][CH:28]=[CH:27][N:26]=1)(=[O:24])=[O:23])[C:15]1[CH:16]=[CH:17][CH:18]=[C:19]2[C:14]=1[NH:13][C:12]([C:10]1[S:11][CH:7]([CH2:6][N:32]3[CH:36]=[CH:35][N:34]=[C:33]3[C:37]([O:39][CH2:40][CH3:41])=[O:38])[CH2:8][N:9]=1)=[CH:20]2. The yield is 0.830.